From a dataset of Reaction yield outcomes from USPTO patents with 853,638 reactions. Predict the reaction yield, written as a fraction of the theoretical maximum amount of product (1.0 means a 100% yield; for example, 0.34 means a 34% yield). (1) The reactants are [NH2:1][C:2]1[C:3]([CH3:32])=[C:4]([C:8]2[N:9]=[C:10]([NH:16][C:17]3[CH:22]=[CH:21][C:20]([CH:23]4[C:28](=[O:29])[N:27]([CH3:30])[CH2:26][CH2:25][N:24]4[CH3:31])=[CH:19][CH:18]=3)[C:11](=[O:15])[N:12]([CH3:14])[CH:13]=2)[CH:5]=[CH:6][CH:7]=1.[O:33]=[C:34]1[C:39]2[S:40][C:41]([C:43](O)=[O:44])=[CH:42][C:38]=2[CH2:37][CH2:36][CH2:35]1.C(N(CC)C(C)C)(C)C.F[P-](F)(F)(F)(F)F.N1(O[P+](N(C)C)(N(C)C)N(C)C)C2C=CC=CC=2N=N1. The catalyst is O.CN(C=O)C. The product is [CH3:31][N:24]1[CH2:25][CH2:26][N:27]([CH3:30])[C:28](=[O:29])[CH:23]1[C:20]1[CH:19]=[CH:18][C:17]([NH:16][C:10]2[C:11](=[O:15])[N:12]([CH3:14])[CH:13]=[C:8]([C:4]3[C:3]([CH3:32])=[C:2]([NH:1][C:43]([C:41]4[S:40][C:39]5[C:34](=[O:33])[CH2:35][CH2:36][CH2:37][C:38]=5[CH:42]=4)=[O:44])[CH:7]=[CH:6][CH:5]=3)[N:9]=2)=[CH:22][CH:21]=1. The yield is 0.520. (2) The reactants are [Br:1][C:2]1[CH:7]=[CH:6][C:5](/[C:8](/[CH3:30])=[C:9](\[CH2:28][CH3:29])/[CH2:10][O:11][C:12]2[CH:17]=[CH:16][C:15]([CH2:18][C@H:19]([O:25][CH2:26][CH3:27])[C:20]([O:22]CC)=[O:21])=[CH:14][CH:13]=2)=[CH:4][CH:3]=1.[OH-].[Na+]. No catalyst specified. The product is [Br:1][C:2]1[CH:3]=[CH:4][C:5](/[C:8](/[CH3:30])=[C:9](\[CH2:28][CH3:29])/[CH2:10][O:11][C:12]2[CH:17]=[CH:16][C:15]([CH2:18][C@H:19]([O:25][CH2:26][CH3:27])[C:20]([OH:22])=[O:21])=[CH:14][CH:13]=2)=[CH:6][CH:7]=1. The yield is 0.960. (3) The reactants are [N:1]([CH2:4][C@H:5]([OH:17])[C@H:6]([O:9][CH2:10][C:11]1[CH:16]=[CH:15][CH:14]=[CH:13][CH:12]=1)[CH:7]=[CH2:8])=[N+:2]=[N-:3].[CH2:18](Br)[C:19]1[CH:24]=[CH:23][CH:22]=[CH:21][CH:20]=1.[H-].[Na+]. The catalyst is C1COCC1.[I-].C([N+](CCCC)(CCCC)CCCC)CCC. The product is [N:1]([CH2:4][C@H:5]([O:17][CH2:18][C:19]1[CH:24]=[CH:23][CH:22]=[CH:21][CH:20]=1)[C@H:6]([O:9][CH2:10][C:11]1[CH:12]=[CH:13][CH:14]=[CH:15][CH:16]=1)[CH:7]=[CH2:8])=[N+:2]=[N-:3]. The yield is 0.650. (4) The catalyst is CCOCC. The yield is 0.740. The product is [C:1]([O:25][CH3:26])(=[O:24])[CH2:2][CH2:3][CH2:4][CH2:5][CH2:6][CH2:7][CH2:8][CH2:9][C:10]#[C:11][C:12]#[C:13][CH2:14][CH2:15][CH2:16][CH2:17][CH2:18][CH2:19][CH2:20][CH2:21][CH2:22][CH3:23]. The reactants are [C:1]([OH:25])(=[O:24])[CH2:2][CH2:3][CH2:4][CH2:5][CH2:6][CH2:7][CH2:8][CH2:9][C:10]#[C:11][C:12]#[C:13][CH2:14][CH2:15][CH2:16][CH2:17][CH2:18][CH2:19][CH2:20][CH2:21][CH2:22][CH3:23].[CH3:26]O.S(=O)(=O)(O)O. (5) The reactants are Br[C:2]1[CH:3]=[CH:4][C:5]([C:17]([OH:19])=[O:18])=[N:6][C:7]=1[O:8][CH2:9][C:10]([F:16])([F:15])[C:11]([F:14])([F:13])[F:12].[CH:20]1(B(O)O)[CH2:22][CH2:21]1.P([O-])([O-])([O-])=O.[K+].[K+].[K+].Cl. The catalyst is C1(C)C=CC=CC=1.O.C([O-])(=O)C.C([O-])(=O)C.[Pd+2].C1(P(C2CCCCC2)C2CCCCC2)CCCCC1. The product is [CH:20]1([C:2]2[CH:3]=[CH:4][C:5]([C:17]([OH:19])=[O:18])=[N:6][C:7]=2[O:8][CH2:9][C:10]([F:16])([F:15])[C:11]([F:14])([F:13])[F:12])[CH2:22][CH2:21]1. The yield is 0.760. (6) The reactants are [C:1]1([C@@H:7]2[NH:13][CH2:12][C:11]3[CH:14]=[CH:15][C:16]([C:18]([O:20]C)=O)=[CH:17][C:10]=3[O:9][CH2:8]2)[CH:6]=[CH:5][CH:4]=[CH:3][CH:2]=1.CC[N:24](CC)CC.[CH3:29][N:30]([CH3:34])[C:31](Cl)=[O:32].[Cl-].[Na+].[OH2:37]. No catalyst specified. The product is [OH:37][NH:24][C:18]([C:16]1[CH:15]=[CH:14][C:11]2[CH2:12][N:13]([C:31]([N:30]([CH3:34])[CH3:29])=[O:32])[C@@H:7]([C:1]3[CH:2]=[CH:3][CH:4]=[CH:5][CH:6]=3)[CH2:8][O:9][C:10]=2[CH:17]=1)=[O:20]. The yield is 0.485. (7) The reactants are [C:1]([O:5][C:6]([N:8]([C@H:16]1[CH2:24][CH2:23][CH2:22][C@H:21]([OH:25])[C@@H:20]([OH:26])[C@H:19]([CH3:27])[O:18][C:17]1=[O:28])[C:9](=[O:15])[O:10][C:11]([CH3:14])([CH3:13])[CH3:12])=[O:7])([CH3:4])([CH3:3])[CH3:2].[CH3:29][C:30]1C=CC(S(O)(=O)=O)=C[CH:31]=1.C(=O)CC.[O-]S([O-])(=O)=O.[Mg+2]. The catalyst is C(Cl)Cl. The product is [CH2:30]([CH:31]1[O:26][C@H:20]2[C@H:19]([CH3:27])[O:18][C:17](=[O:28])[C@@H:16]([N:8]([C:9]([O:10][C:11]([CH3:14])([CH3:13])[CH3:12])=[O:15])[C:6](=[O:7])[O:5][C:1]([CH3:2])([CH3:3])[CH3:4])[CH2:24][CH2:23][CH2:22][C@@H:21]2[O:25]1)[CH3:29]. The yield is 0.790. (8) The reactants are [Cl:1][C:2]1[CH:7]=[CH:6][CH:5]=[CH:4][C:3]=1[N:8]1[C:12]([C:13]2[S:14][C:15]([C:18]3[CH:23]=[CH:22][CH:21]=[C:20]([S:24]([CH3:27])(=[O:26])=[O:25])[CH:19]=3)=[CH:16][CH:17]=2)=[CH:11][C:10]([C:28](=[N:30][OH:31])[CH3:29])=[N:9]1.[OH-].[K+].Cl.[CH3:35][N:36]([CH3:40])[CH2:37][CH2:38]Cl.CS(C)=O. The product is [CH3:35][N:36]([CH3:40])[CH2:37][CH2:38][O:31][N:30]=[C:28]([C:10]1[CH:11]=[C:12]([C:13]2[S:14][C:15]([C:18]3[CH:23]=[CH:22][CH:21]=[C:20]([S:24]([CH3:27])(=[O:26])=[O:25])[CH:19]=3)=[CH:16][CH:17]=2)[N:8]([C:3]2[CH:4]=[CH:5][CH:6]=[CH:7][C:2]=2[Cl:1])[N:9]=1)[CH3:29]. The catalyst is O. The yield is 0.220.